This data is from Full USPTO retrosynthesis dataset with 1.9M reactions from patents (1976-2016). The task is: Predict the reactants needed to synthesize the given product. (1) Given the product [C:24]([C:25]1[CH:26]=[C:27]([NH2:28])[N:16]([C:11]2[CH:12]=[C:13]3[C:8](=[CH:9][CH:10]=2)[N:7]=[C:6]([CH3:5])[CH:15]=[CH:14]3)[N:1]=1)([CH3:31])([CH3:30])[CH3:23], predict the reactants needed to synthesize it. The reactants are: [N:1]([O-])=O.[Na+].[CH3:5][C:6]1[CH:15]=[CH:14][C:13]2[C:8](=[CH:9][CH:10]=[C:11]([NH2:16])[CH:12]=2)[N:7]=1.Cl.O.O.[Sn](Cl)Cl.[CH3:23][C:24]([CH3:31])([CH3:30])[C:25](=O)[CH2:26][C:27]#[N:28]. (2) The reactants are: [NH2:1][C:2]1[CH:7]=[CH:6][C:5]([CH:8]=[CH:9][C:10]([O:12][CH3:13])=[O:11])=[C:4]([NH:14][C:15]([NH:17][C:18](=[O:28])[C:19]2[CH:24]=[C:23]([F:25])[C:22]([F:26])=[CH:21][C:20]=2[Cl:27])=[O:16])[CH:3]=1.[F:29][C:30]([F:41])([F:40])[C:31]1[CH:36]=[CH:35][CH:34]=[CH:33][C:32]=1[N:37]=[C:38]=[O:39]. Given the product [Cl:27][C:20]1[CH:21]=[C:22]([F:26])[C:23]([F:25])=[CH:24][C:19]=1[C:18]([NH:17][C:15](=[O:16])[NH:14][C:4]1[CH:3]=[C:2]([NH:1][C:38]([NH:37][C:32]2[CH:33]=[CH:34][CH:35]=[CH:36][C:31]=2[C:30]([F:29])([F:40])[F:41])=[O:39])[CH:7]=[CH:6][C:5]=1[CH:8]=[CH:9][C:10]([O:12][CH3:13])=[O:11])=[O:28], predict the reactants needed to synthesize it.